From a dataset of TCR-epitope binding with 47,182 pairs between 192 epitopes and 23,139 TCRs. Binary Classification. Given a T-cell receptor sequence (or CDR3 region) and an epitope sequence, predict whether binding occurs between them. (1) The epitope is LLFNKVTLA. The TCR CDR3 sequence is CASSLLSPEETQYF. Result: 0 (the TCR does not bind to the epitope). (2) The epitope is FLKEKGGL. The TCR CDR3 sequence is CASSFIPGQGTHYSNQPQHF. Result: 1 (the TCR binds to the epitope). (3) The epitope is LEPLVDLPI. The TCR CDR3 sequence is CSVAGLAETGILKSEQYF. Result: 1 (the TCR binds to the epitope). (4) The epitope is TFYLTNDVSFL. The TCR CDR3 sequence is CASSPGLIGPPNNEQFF. Result: 0 (the TCR does not bind to the epitope). (5) Result: 0 (the TCR does not bind to the epitope). The epitope is ISPRTLNAW. The TCR CDR3 sequence is CASSPGPAGVSYNEQFF. (6) The epitope is DPFRLLQNSQVFS. The TCR CDR3 sequence is CASSLPLGTNNEQFF. Result: 0 (the TCR does not bind to the epitope). (7) The epitope is KLWAQCVQL. The TCR CDR3 sequence is CASGLASAPNEQFF. Result: 1 (the TCR binds to the epitope).